Dataset: Forward reaction prediction with 1.9M reactions from USPTO patents (1976-2016). Task: Predict the product of the given reaction. (1) Given the reactants [CH3:1][O:2][C:3](=[O:13])[C:4]1[CH:9]=[CH:8][C:7]([C:10](=[O:12])[CH3:11])=[CH:6][CH:5]=1.Br.CS(C)=[O:17], predict the reaction product. The product is: [O:17]=[CH:11][C:10]([C:7]1[CH:8]=[CH:9][C:4]([C:3]([O:2][CH3:1])=[O:13])=[CH:5][CH:6]=1)=[O:12]. (2) The product is: [F:10][C:11]([F:15])([F:14])[CH2:12][N:1]1[C:5]2[CH2:6][NH:7][CH2:8][CH2:9][C:4]=2[CH:3]=[N:2]1. Given the reactants [NH:1]1[C:5]2=[CH:6][N:7]=[CH:8][CH:9]=[C:4]2[CH:3]=[N:2]1.[F:10][C:11]([F:15])([F:14])[CH2:12]I, predict the reaction product. (3) Given the reactants C(O[C:6](=[O:20])[NH:7][C@H:8]([CH:17]1[CH2:19][CH2:18]1)[C:9]([N:11]1[CH2:14][CH:13]([C:15]#[N:16])[CH2:12]1)=[O:10])(C)(C)C.FC(F)(F)C(O)=O.[Br:28][C:29]1[N:30]=[C:31]2[C:37](C(O)=O)=[CH:36][N:35]([CH2:41][O:42][CH2:43][CH2:44][Si:45]([CH3:48])([CH3:47])[CH3:46])[C:32]2=[N:33][CH:34]=1.F[B-](F)(F)F.N1(OC(N(C)C)=[N+](C)C)C2C=CC=CC=2N=N1.C(N(CC)C(C)C)(C)C, predict the reaction product. The product is: [C:15]([CH:13]1[CH2:12][N:11]([C:9](=[O:10])[C@H:8]([NH:7][C:6]([C:37]2[C:31]3[C:32](=[N:33][CH:34]=[C:29]([Br:28])[N:30]=3)[N:35]([CH2:41][O:42][CH2:43][CH2:44][Si:45]([CH3:48])([CH3:47])[CH3:46])[CH:36]=2)=[O:20])[CH:17]2[CH2:18][CH2:19]2)[CH2:14]1)#[N:16]. (4) Given the reactants [C:1]([O:5][C:6](=[O:19])[CH:7]([N:12]=[CH:13][C:14]1[S:15][CH:16]=[CH:17]N=1)[CH2:8][CH:9]([CH3:11])[CH3:10])([CH3:4])([CH3:3])[CH3:2].S1C=CC=[C:21]1C=O, predict the reaction product. The product is: [S:15]1[CH:16]=[CH:17][CH:21]=[C:14]1[CH:13]=[N:12][CH:7]([CH2:8][CH:9]([CH3:11])[CH3:10])[C:6]([O:5][C:1]([CH3:4])([CH3:3])[CH3:2])=[O:19]. (5) Given the reactants C[O:2][C:3](=[O:35])/[C:4](/[C:28]1[CH:33]=[CH:32][CH:31]=[C:30]([Cl:34])[CH:29]=1)=[CH:5]\[C:6]1[CH:10]=[C:9]([C:11]2[CH:19]=[CH:18][C:14]3[O:15][CH2:16][O:17][C:13]=3[CH:12]=2)[N:8]([C:20]2[CH:25]=[C:24]([Cl:26])[CH:23]=[CH:22][C:21]=2[Cl:27])[N:7]=1.O.[Li+].[OH-].CCOC(C)=O, predict the reaction product. The product is: [O:15]1[C:14]2[CH:18]=[CH:19][C:11]([C:9]3[N:8]([C:20]4[CH:25]=[C:24]([Cl:26])[CH:23]=[CH:22][C:21]=4[Cl:27])[N:7]=[C:6](/[CH:5]=[C:4](/[C:28]4[CH:33]=[CH:32][CH:31]=[C:30]([Cl:34])[CH:29]=4)\[C:3]([OH:35])=[O:2])[CH:10]=3)=[CH:12][C:13]=2[O:17][CH2:16]1. (6) Given the reactants [CH2:1]([O:3][C:4]([C:6]1[NH:7][CH:8]=[C:9]([N+:11]([O-:13])=[O:12])[CH:10]=1)=[O:5])[CH3:2].[H-].[Na+].[CH3:16][S:17](Cl)(=[O:19])=[O:18].Cl, predict the reaction product. The product is: [CH2:1]([O:3][C:4]([C:6]1[N:7]([S:17]([CH3:16])(=[O:19])=[O:18])[CH:8]=[C:9]([N+:11]([O-:13])=[O:12])[CH:10]=1)=[O:5])[CH3:2]. (7) Given the reactants [CH2:1]([O:4][C:5]([CH3:9])([CH3:8])[CH2:6][OH:7])[CH:2]=[CH2:3].C1C=C(Cl)C=C(C(OO)=[O:18])C=1.C([O-])(O)=O.[Na+], predict the reaction product. The product is: [CH3:8][C:5]([O:4][CH2:1][CH:2]1[CH2:3][O:18]1)([CH3:9])[CH2:6][OH:7]. (8) Given the reactants Cl.[F:2][C:3]([F:16])([F:15])[C:4]1[CH:14]=[CH:13][CH:12]=[CH:11][C:5]=1[O:6][CH:7]1[CH2:10][NH:9][CH2:8]1.Cl[C:18]1[N:19]=[N:20][C:21]([C:24]2[O:25][C:26]([CH3:29])=[N:27][N:28]=2)=[CH:22][CH:23]=1.C(=O)([O-])[O-].[K+].[K+], predict the reaction product. The product is: [CH3:29][C:26]1[O:25][C:24]([C:21]2[N:20]=[N:19][C:18]([N:9]3[CH2:10][CH:7]([O:6][C:5]4[CH:11]=[CH:12][CH:13]=[CH:14][C:4]=4[C:3]([F:2])([F:15])[F:16])[CH2:8]3)=[CH:23][CH:22]=2)=[N:28][N:27]=1. (9) The product is: [C:1]([O:4][CH2:5][CH2:6][CH2:7][N:8]1[C:13](=[O:14])[C:12]2[N:15]([CH3:34])[C:16]([C:19]3[CH:24]=[CH:23][CH:22]=[C:21]([O:25][C:26]([F:29])([F:27])[F:28])[CH:20]=3)=[C:17]([Br:18])[C:11]=2[N:10]([CH3:30])[C:9]1=[O:31])(=[O:3])[CH3:2]. Given the reactants [C:1]([O:4][CH2:5][CH2:6][CH2:7][N:8]1[C:13](=[O:14])[C:12]2[NH:15][C:16]([C:19]3[CH:24]=[CH:23][CH:22]=[C:21]([O:25][C:26]([F:29])([F:28])[F:27])[CH:20]=3)=[C:17]([Br:18])[C:11]=2[N:10]([CH3:30])[C:9]1=[O:31])(=[O:3])[CH3:2].CI.[C:34]([O-])([O-])=O.[K+].[K+], predict the reaction product. (10) Given the reactants [O:1]1[C:6]2[CH:7]=[C:8]([C@@H:11]([O:21][C:22]3[CH:23]=[C:24]4[C:28](=[CH:29][CH:30]=3)[N:27]([C:31]3[CH:32]=[C:33]([CH:41]=[CH:42][CH:43]=3)[C:34]([O:36]CC(C)C)=[O:35])[N:26]=[CH:25]4)[C@@H:12]([NH:14][C:15](=[O:20])[C:16]([F:19])([F:18])[CH3:17])[CH3:13])[CH:9]=[CH:10][C:5]=2[CH2:4][O:3][CH2:2]1.[OH-].[Li+].C(OCC)(=O)C.Cl, predict the reaction product. The product is: [O:1]1[C:6]2[CH:7]=[C:8]([C@@H:11]([O:21][C:22]3[CH:23]=[C:24]4[C:28](=[CH:29][CH:30]=3)[N:27]([C:31]3[CH:32]=[C:33]([CH:41]=[CH:42][CH:43]=3)[C:34]([OH:36])=[O:35])[N:26]=[CH:25]4)[C@@H:12]([NH:14][C:15](=[O:20])[C:16]([F:19])([F:18])[CH3:17])[CH3:13])[CH:9]=[CH:10][C:5]=2[CH2:4][O:3][CH2:2]1.